This data is from Full USPTO retrosynthesis dataset with 1.9M reactions from patents (1976-2016). The task is: Predict the reactants needed to synthesize the given product. Given the product [Br:1][C:2]1[C:3]([CH3:19])=[C:4]([N:8]2[CH2:16][C:11]3[C:10](=[CH:15][CH:14]=[CH:13][CH:12]=3)[C:9]2=[O:18])[CH:5]=[CH:6][CH:7]=1, predict the reactants needed to synthesize it. The reactants are: [Br:1][C:2]1[C:3]([CH3:19])=[C:4]([NH:8][C:9](=[O:18])[C:10]2[CH:15]=[CH:14][CH:13]=[CH:12][C:11]=2[CH2:16]Cl)[CH:5]=[CH:6][CH:7]=1.[H-].[Na+].O.